This data is from Reaction yield outcomes from USPTO patents with 853,638 reactions. The task is: Predict the reaction yield, written as a fraction of the theoretical maximum amount of product (1.0 means a 100% yield; for example, 0.34 means a 34% yield). The reactants are [NH2:1][C:2]1[CH:7]=[CH:6][C:5](Br)=[CH:4][N:3]=1.[F:9][C:10]([F:21])([F:20])[C:11]1[CH:16]=[CH:15][C:14](B(O)O)=[CH:13][CH:12]=1. No catalyst specified. The product is [F:9][C:10]([F:21])([F:20])[C:11]1[CH:16]=[CH:15][C:14]([C:5]2[CH:6]=[CH:7][C:2]([NH2:1])=[N:3][CH:4]=2)=[CH:13][CH:12]=1. The yield is 0.710.